Dataset: Forward reaction prediction with 1.9M reactions from USPTO patents (1976-2016). Task: Predict the product of the given reaction. (1) The product is: [Cl:16][C:17]1[CH:18]=[CH:19][C:20]([S:25][C:26]2[CH:27]=[CH:28][CH:29]=[CH:30][CH:31]=2)=[C:21]([CH2:23][NH:24][C:9](=[O:10])[O:11][C:12]([CH3:13])([CH3:14])[CH3:15])[CH:22]=1. Given the reactants [CH3:13][C:12]([O:11][C:9](O[C:9]([O:11][C:12]([CH3:15])([CH3:14])[CH3:13])=[O:10])=[O:10])([CH3:15])[CH3:14].[Cl:16][C:17]1[CH:18]=[CH:19][C:20]([S:25][C:26]2[CH:31]=[CH:30][CH:29]=[CH:28][CH:27]=2)=[C:21]([CH2:23][NH2:24])[CH:22]=1, predict the reaction product. (2) Given the reactants [F:1][C:2]([F:17])([F:16])[CH2:3][C:4](I)([S:6]([C:9]1[CH:14]=[CH:13][CH:12]=[CH:11][CH:10]=1)(=[O:8])=[O:7])[CH3:5].C(N(CC)CC)C.C(=O)([O-])[O-].[K+].[K+], predict the reaction product. The product is: [F:17][C:2]([F:1])([F:16])/[CH:3]=[C:4](/[S:6]([C:9]1[CH:14]=[CH:13][CH:12]=[CH:11][CH:10]=1)(=[O:7])=[O:8])\[CH3:5]. (3) Given the reactants [OH-].[Na+].[NH:3]1[C:7]2[CH:8]=[CH:9][CH:10]=[CH:11][C:6]=2[N:5]=[C:4]1[NH:12][CH2:13][CH2:14][CH2:15][C:16]([O:18]CC)=[O:17], predict the reaction product. The product is: [NH:3]1[C:7]2[CH:8]=[CH:9][CH:10]=[CH:11][C:6]=2[N:5]=[C:4]1[NH:12][CH2:13][CH2:14][CH2:15][C:16]([OH:18])=[O:17]. (4) Given the reactants [CH3:1][C:2]1[O:6][N:5]=[C:4]([C:7]2[CH:12]=[CH:11][CH:10]=[CH:9][CH:8]=2)[C:3]=1[CH2:13][O:14][C:15]1[CH:23]=[CH:22][C:18]([C:19]([OH:21])=O)=[CH:17][N:16]=1.[NH2:24][C:25]1[CH:30]=[CH:29][CH:28]=[CH:27][CH:26]=1, predict the reaction product. The product is: [CH3:1][C:2]1[O:6][N:5]=[C:4]([C:7]2[CH:8]=[CH:9][CH:10]=[CH:11][CH:12]=2)[C:3]=1[CH2:13][O:14][C:15]1[CH:23]=[CH:22][C:18]([C:19]([NH:24][C:25]2[CH:30]=[CH:29][CH:28]=[CH:27][CH:26]=2)=[O:21])=[CH:17][N:16]=1. (5) Given the reactants CC1C=CC(S(O[CH2:12][C@H:13]2[CH2:17][CH2:16][C:15](=[O:18])[NH:14]2)(=O)=O)=CC=1.[CH3:19][O:20][C:21]1[CH:26]=[CH:25][C:24]([SH:27])=[CH:23][CH:22]=1.C([O-])([O-])=O.[Cs+].[Cs+].CCOC(C)=O, predict the reaction product. The product is: [CH3:19][O:20][C:21]1[CH:26]=[CH:25][C:24]([S:27][CH2:12][C@@H:13]2[NH:14][C:15](=[O:18])[CH2:16][CH2:17]2)=[CH:23][CH:22]=1. (6) Given the reactants I[C:2]1[C:10]2[C:5](=[CH:6][CH:7]=[C:8]([NH:11][C:12](=[O:24])[CH:13]([N:19]3[CH2:23][CH2:22][CH2:21][CH2:20]3)[C:14]3[CH:18]=[CH:17][S:16][CH:15]=3)[CH:9]=2)[NH:4][N:3]=1.[CH3:25][N:26]([CH3:45])[CH2:27][CH2:28][O:29][C:30]1[CH:35]=[CH:34][C:33](B2OC(C)(C)C(C)(C)O2)=[CH:32][CH:31]=1.C([O-])([O-])=O.[Na+].[Na+], predict the reaction product. The product is: [CH3:25][N:26]([CH3:45])[CH2:27][CH2:28][O:29][C:30]1[CH:35]=[CH:34][C:33]([C:2]2[C:10]3[C:5](=[CH:6][CH:7]=[C:8]([NH:11][C:12](=[O:24])[CH:13]([N:19]4[CH2:23][CH2:22][CH2:21][CH2:20]4)[C:14]4[CH:18]=[CH:17][S:16][CH:15]=4)[CH:9]=3)[NH:4][N:3]=2)=[CH:32][CH:31]=1.